Dataset: Full USPTO retrosynthesis dataset with 1.9M reactions from patents (1976-2016). Task: Predict the reactants needed to synthesize the given product. (1) Given the product [Cl:27][CH2:17][C:16]1[CH:15]=[C:14]([C:19]([F:22])([F:21])[F:20])[N:13]=[C:12]2[N:8]([CH2:7][C:6]3[CH:23]=[CH:24][C:3]([O:2][CH3:1])=[CH:4][CH:5]=3)[CH:9]=[N:10][C:11]=12, predict the reactants needed to synthesize it. The reactants are: [CH3:1][O:2][C:3]1[CH:24]=[CH:23][C:6]([CH2:7][N:8]2[C:12]3=[N:13][C:14]([C:19]([F:22])([F:21])[F:20])=[CH:15][C:16]([CH2:17]O)=[C:11]3[N:10]=[CH:9]2)=[CH:5][CH:4]=1.O=S(Cl)[Cl:27]. (2) Given the product [CH:50]1([O:49][CH:47]2[CH:46]([NH:58][C:59]([CH:61]3[CH2:65][CH2:64][CH2:63][N:62]3[C:66](=[O:80])[CH:67]([NH:69][C:70](=[O:79])[C:71]3[CH:76]=[CH:75][C:74]([NH2:77])=[C:73]([Cl:78])[CH:72]=3)[CH3:68])=[O:60])[CH2:45][C:44](=[O:43])[O:48]2)[CH2:51][CH2:52][CH2:53][CH2:54]1, predict the reactants needed to synthesize it. The reactants are: C(OC(=O)NC1CC(=O)OC1OC1CCCC1)C=C.NC1C=CC(C(NC(C)C(N2CCCC2C(O)=O)=O)=O)=CC=1Cl.[O:43]=[C:44]1[O:48][CH:47]([O:49][CH2:50][CH2:51][C:52]2C=CC=[CH:54][CH:53]=2)[CH:46]([NH:58][C:59]([CH:61]2[CH2:65][CH2:64][CH2:63][N:62]2[C:66](=[O:80])[CH:67]([NH:69][C:70](=[O:79])[C:71]2[CH:76]=[CH:75][C:74]([NH2:77])=[C:73]([Cl:78])[CH:72]=2)[CH3:68])=[O:60])[CH2:45]1. (3) Given the product [NH:6]1[C:7]2[C:12](=[CH:11][CH:10]=[CH:9][CH:8]=2)[C:4]([CH2:3][CH2:2][NH:1][C:20](=[O:22])[CH3:21])=[CH:5]1, predict the reactants needed to synthesize it. The reactants are: [NH2:1][CH2:2][CH2:3][C:4]1[C:12]2[C:7](=[CH:8][CH:9]=[CH:10][CH:11]=2)[NH:6][CH:5]=1.C(N(CC)CC)C.[C:20](OC(=O)C)(=[O:22])[CH3:21]. (4) Given the product [Br:12][C:13]1[CH:18]=[CH:17][C:16]([CH2:19][C:20]([C:22]2[N:23]([S:32]([N:35]([CH3:37])[CH3:36])(=[O:34])=[O:33])[CH:24]=[C:25]([CH2:27][C:28]([CH3:31])([CH3:30])[CH3:29])[N:26]=2)=[CH2:10])=[CH:15][CH:14]=1, predict the reactants needed to synthesize it. The reactants are: C[Si](Cl)(C)C.[Pb](I)I.I[CH2:10]I.[Br:12][C:13]1[CH:18]=[CH:17][C:16]([CH2:19][C:20]([C:22]2[N:23]([S:32]([N:35]([CH3:37])[CH3:36])(=[O:34])=[O:33])[CH:24]=[C:25]([CH2:27][C:28]([CH3:31])([CH3:30])[CH3:29])[N:26]=2)=O)=[CH:15][CH:14]=1.